Predict the product of the given reaction. From a dataset of Forward reaction prediction with 1.9M reactions from USPTO patents (1976-2016). The product is: [CH3:1][C:2]1[O:6][C:5]([NH:7][C:22]([CH:20]2[C:21]3[CH:8]=[CH:9][CH:10]=[CH:11][C:12]=3[O:13][C:14]3[C:19]2=[CH:18][CH:17]=[CH:16][CH:15]=3)=[O:23])=[N:4][CH:3]=1. Given the reactants [CH3:1][C:2]1[O:6][C:5]([NH2:7])=[N:4][CH:3]=1.[CH:8]1[C:21]2[CH:20]([C:22](Cl)=[O:23])[C:19]3[C:14](=[CH:15][CH:16]=[CH:17][CH:18]=3)[O:13][C:12]=2[CH:11]=[CH:10][CH:9]=1, predict the reaction product.